Task: Binary Classification. Given a miRNA mature sequence and a target amino acid sequence, predict their likelihood of interaction.. Dataset: Experimentally validated miRNA-target interactions with 360,000+ pairs, plus equal number of negative samples (1) The miRNA is mmu-miR-205-5p with sequence UCCUUCAUUCCACCGGAGUCUG. The protein sequence of the target gene is MYLGFWLSRLCRGLSRPIGKTMRPIWGSLSRNLALSSQRIPEFSSFVARTNTCGELRSSHLGQEVTLCGWIQYRRQNTFLVLRDCHGLVQILIPQDESAASVRRILCEAPVESVVRVSGTVISRPPGQENPKMPTGEIEIKVKTAELLNACKKLPFEIKDFVKKTEALRLQYRYLDLRSFQMQYNLRLRSQMVMKMREYLCNLHGFVDIETPTLFKRTPGGAKEFLVPSREPGKFYSLPQSPQQFKQLLMVGGLDRYFQVARCYRDEGSRPDRQPEFTQIDIEMSFVEQTGIQRLVEGLL.... Result: 0 (no interaction). (2) Result: 0 (no interaction). The protein sequence of the target gene is MGAGALAICQSKAAVRLKEDMKKIVAVPLNEQKDFTYQKLFGVSLQELERQGLTENGIPAVVWNIVEYLTQHGLTQEGLFRVNGNVKVVEQLRLKFESGVPVELGKDGDVCSAASLLKLFLRELPDSLITSALQPRFIQLFQDGRNDVQESSLRDLIKELPDTHYCLLKYLCQFLTKVAKHHVQNRMNVHNLATVFGPNCFHVPPGLEGMKEQDLCNKIMAKILENYNTLFEVEYTENDHLRCENLARLIIVKEVYYKNSLPILLTRGLERDMPKPPPKTKIPKSRSEGSIQAHRVLQPE.... The miRNA is hsa-miR-1271-5p with sequence CUUGGCACCUAGCAAGCACUCA. (3) The miRNA is hsa-miR-3139 with sequence UAGGAGCUCAACAGAUGCCUGUU. The protein sequence of the target gene is MMGLSLASAVLLASLLSLHLGTATRGSDISKTCCFQYSHKPLPWTWVRSYEFTSNSCSQRAVIFTTKRGKKVCTHPRKKWVQKYISLLKTPKQL. Result: 0 (no interaction). (4) The miRNA is mmu-miR-429-3p with sequence UAAUACUGUCUGGUAAUGCCGU. The protein sequence of the target gene is MRDSTGAGNSLVHKRSPLRRNQKTSASLNKLSLQDGHKAKKPACKFEEGQDVLARWSDGLFYLGTIKKINILKQSCFIIFEDSSKSWVLWKDIQTGATGSGEMVCTICQEEYSEAPNEMVICDKCGQGYHQLCHTPHIDSSVIDSDEKWLCRQCVFATTTKRGGALKKGPNAKALQVMKQTLPYSVADLEWDAGHKTNVQQCYCYCGGPGDWYLKMLQCCKCKQWFHEACVQCLQKPMLFGDRFYTFICSVCSSGPEYLKRLPLQWVDIAHLCLYNLSVIHKKKYFDSELELMTYINENW.... Result: 1 (interaction). (5) The miRNA is mmu-miR-291a-5p with sequence CAUCAAAGUGGAGGCCCUCUCU. The protein sequence of the target gene is MEDEAVLDRGASFLKHVCDEEEVEGHHTIYIGVHVPKSYRRRRRHKRKTGHKEKKEKERISENYSDKSDIENADESSSSILKPLISPAAERIRFILGEEDDSPAPPQLFTELDELLAVDGQEMEWKETARWIKFEEKVEQGGERWSKPHVATLSLHSLFELRTCMEKGSIMLDREASSLPQLVEMIVDHQIETGLLKPELKDKVTYTLLRKHRHQTKKSNLRSLADIGKTVSSASRMFTNPDNGSPAMTHRNLTSSSLNDISDKPEKDQLKNKFMKKLPRDAEASNVLVGEVDFLDTPFI.... Result: 0 (no interaction).